This data is from Full USPTO retrosynthesis dataset with 1.9M reactions from patents (1976-2016). The task is: Predict the reactants needed to synthesize the given product. (1) Given the product [F:1][CH:2]([C:4]1[N:13]=[C:12]2[C:7]([CH:8]=[C:9]([C:18]([OH:20])=[O:19])[C:10]([C:14]([F:17])([F:16])[F:15])=[N:11]2)=[CH:6][CH:5]=1)[CH3:3], predict the reactants needed to synthesize it. The reactants are: [F:1][CH:2]([C:4]1[N:13]=[C:12]2[C:7]([CH:8]=[C:9]([C:18]([O:20]CC)=[O:19])[C:10]([C:14]([F:17])([F:16])[F:15])=[N:11]2)=[CH:6][CH:5]=1)[CH3:3].O.[OH-].[Li+].Cl. (2) The reactants are: [CH3:1][CH:2]([C:4]1[C:8]([CH2:9][CH2:10][C:11]([O:13][CH2:14][CH3:15])=[O:12])=[CH:7][NH:6][N:5]=1)[CH3:3].Cl[C:17]1[CH:22]=[CH:21][C:20]([N+:23]([O-:25])=[O:24])=[CH:19][N:18]=1.CN(C)C=O.[H-].[Na+]. Given the product [CH3:3][CH:2]([C:4]1[C:8]([CH2:9][CH2:10][C:11]([O:13][CH2:14][CH3:15])=[O:12])=[CH:7][N:6]([C:17]2[CH:22]=[CH:21][C:20]([N+:23]([O-:25])=[O:24])=[CH:19][N:18]=2)[N:5]=1)[CH3:1], predict the reactants needed to synthesize it. (3) The reactants are: C[O:2][C:3](=O)[CH2:4][C:5]([C:7]1[CH:12]=[CH:11][C:10]([F:13])=[CH:9][CH:8]=1)=O.[NH2:15][NH2:16]. Given the product [F:13][C:10]1[CH:11]=[CH:12][C:7]([C:5]2[NH:16][N:15]=[C:3]([OH:2])[CH:4]=2)=[CH:8][CH:9]=1, predict the reactants needed to synthesize it.